Dataset: Cav3 T-type calcium channel HTS with 100,875 compounds. Task: Binary Classification. Given a drug SMILES string, predict its activity (active/inactive) in a high-throughput screening assay against a specified biological target. (1) The molecule is S(c1n(c(nn1)COc1cc(ccc1)C)C)CC(=O)Nc1noc(c1)C. The result is 0 (inactive). (2) The drug is OC(=O)C(NC(=O)C)Cc1[nH]cnc1. The result is 0 (inactive). (3) The compound is Fc1ccc(Cn2nnnc2C(N2CCCCCC2)c2cc3c([nH]c2=O)cc(OC)c(OC)c3)cc1. The result is 0 (inactive). (4) The molecule is s1c(C(N(CCc2ccc(OC)cc2)C(=O)C(F)(F)F)C(=O)NC2CCCCC2)ccc1C. The result is 0 (inactive). (5) The compound is S(=O)(=O)(N1CCCC1)c1ccc(Oc2cc3c4c(oc3cc2)cccc4)nc1. The result is 0 (inactive).